This data is from Peptide-MHC class I binding affinity with 185,985 pairs from IEDB/IMGT. The task is: Regression. Given a peptide amino acid sequence and an MHC pseudo amino acid sequence, predict their binding affinity value. This is MHC class I binding data. (1) The peptide sequence is ADVFHLYLQY. The MHC is HLA-B40:02 with pseudo-sequence HLA-B40:02. The binding affinity (normalized) is 0.0211. (2) The peptide sequence is CPTQGEATL. The MHC is HLA-B35:01 with pseudo-sequence HLA-B35:01. The binding affinity (normalized) is 0.671. (3) The peptide sequence is ETFGFEIQSY. The binding affinity (normalized) is 0. The MHC is Mamu-B17 with pseudo-sequence Mamu-B17. (4) The peptide sequence is KLWIWIGSQ. The MHC is HLA-A02:03 with pseudo-sequence HLA-A02:03. The binding affinity (normalized) is 0.0847. (5) The binding affinity (normalized) is 0.0847. The MHC is HLA-A26:01 with pseudo-sequence HLA-A26:01. The peptide sequence is IYCGFKFAW.